Dataset: Catalyst prediction with 721,799 reactions and 888 catalyst types from USPTO. Task: Predict which catalyst facilitates the given reaction. (1) Reactant: [CH3:1][O:2][C:3]1[CH:4]=[C:5]([NH:11][C:12]2[C:13]3[N:29]=[CH:28][S:27][C:14]=3[N:15]=[C:16]([N:18]3[CH2:23][CH2:22][CH2:21][CH:20]([C:24]([OH:26])=O)[CH2:19]3)[N:17]=2)[CH:6]=[CH:7][C:8]=1[O:9][CH3:10].[NH2:30][C:31]1[CH:32]=[C:33]2[C:37](=[CH:38][CH:39]=1)[NH:36][C:35](=[O:40])[CH2:34]2.CN1C=CN=C1.CCN=C=NCCCN(C)C. Product: [CH3:1][O:2][C:3]1[CH:4]=[C:5]([NH:11][C:12]2[C:13]3[N:29]=[CH:28][S:27][C:14]=3[N:15]=[C:16]([N:18]3[CH2:23][CH2:22][CH2:21][CH:20]([C:24]([NH:30][C:31]4[CH:32]=[C:33]5[C:37](=[CH:38][CH:39]=4)[NH:36][C:35](=[O:40])[CH2:34]5)=[O:26])[CH2:19]3)[N:17]=2)[CH:6]=[CH:7][C:8]=1[O:9][CH3:10]. The catalyst class is: 4. (2) Reactant: [NH:1]1[C:9]2[C:4](=[CH:5][CH:6]=[CH:7][CH:8]=2)[C:3]([CH2:10][C@@H:11]([NH:23]C(=O)OC(C)(C)C)[C:12]2[NH:13][CH:14]=[C:15]([C:17]3[CH:22]=[CH:21][CH:20]=[CH:19][CH:18]=3)[N:16]=2)=[CH:2]1.C(O)(C(F)(F)F)=O.[C:38]([O:42][C:43]([N:45]1[CH2:49][CH2:48][CH2:47][C@H:46]1[CH:50]=O)=[O:44])([CH3:41])([CH3:40])[CH3:39]. Product: [C:17]1([C:15]2[N:16]=[C:12]([C@H:11]3[CH2:10][C:3]4[C:4]5[C:9](=[CH:8][CH:7]=[CH:6][CH:5]=5)[NH:1][C:2]=4[CH:50]([C@@H:46]4[CH2:47][CH2:48][CH2:49][N:45]4[C:43]([O:42][C:38]([CH3:41])([CH3:40])[CH3:39])=[O:44])[NH:23]3)[NH:13][CH:14]=2)[CH:18]=[CH:19][CH:20]=[CH:21][CH:22]=1. The catalyst class is: 2.